Predict which catalyst facilitates the given reaction. From a dataset of Catalyst prediction with 721,799 reactions and 888 catalyst types from USPTO. (1) Reactant: [CH2:1]([C@H:3]1[C@@H:7]([C:8]2[N:12]3[C:13]4[CH:19]=[CH:18][N:17]([S:20]([C:23]5[CH:29]=[CH:28][C:26]([CH3:27])=[CH:25][CH:24]=5)(=[O:22])=[O:21])[C:14]=4[N:15]=[CH:16][C:11]3=[N:10][N:9]=2)[CH2:6][C@@H:5]([NH2:30])[CH2:4]1)[CH3:2].[CH3:31][O:32][C:33]1[C:34](=O)[C:35](=[O:39])[C:36]=1[O:37]C.CCN(C(C)C)C(C)C. Product: [CH2:1]([C@H:3]1[C@@H:7]([C:8]2[N:12]3[C:13]4[CH:19]=[CH:18][N:17]([S:20]([C:23]5[CH:24]=[CH:25][C:26]([CH3:27])=[CH:28][CH:29]=5)(=[O:22])=[O:21])[C:14]=4[N:15]=[CH:16][C:11]3=[N:10][N:9]=2)[CH2:6][C@@H:5]([NH:30][C:34]2[C:35](=[O:39])[C:36](=[O:37])[C:33]=2[O:32][CH3:31])[CH2:4]1)[CH3:2]. The catalyst class is: 5. (2) Reactant: [F:1][C:2]1[C:3]([C:11]2[CH:16]=[CH:15][C:14]([OH:17])=[CH:13][CH:12]=2)=[N:4][CH:5]=[C:6]([CH:10]=1)[C:7]([NH2:9])=O.C(OC(C(F)(F)F)=O)(C(F)(F)F)=O.Cl. Product: [F:1][C:2]1[C:3]([C:11]2[CH:16]=[CH:15][C:14]([OH:17])=[CH:13][CH:12]=2)=[N:4][CH:5]=[C:6]([CH:10]=1)[C:7]#[N:9]. The catalyst class is: 17. (3) Reactant: [OH:1][C:2]1[CH:7]=[CH:6][C:5]([NH:8][C:9](=[O:15])[O:10][C:11]([CH3:14])([CH3:13])[CH3:12])=[CH:4][CH:3]=1.CC1C=CC(S(O[CH2:27][CH2:28][O:29][CH2:30][CH2:31][O:32][CH2:33][CH2:34][N:35]=[N+:36]=[N-:37])(=O)=O)=CC=1.C([O-])([O-])=O.[K+].[K+]. Product: [N:35]([CH2:34][CH2:33][O:32][CH2:31][CH2:30][O:29][CH2:28][CH2:27][O:1][C:2]1[CH:3]=[CH:4][C:5]([NH:8][C:9](=[O:15])[O:10][C:11]([CH3:12])([CH3:14])[CH3:13])=[CH:6][CH:7]=1)=[N+:36]=[N-:37]. The catalyst class is: 10. (4) Reactant: C[O:2][C:3](=[O:35])[C:4]1[CH:9]=[C:8]([O:10][CH3:11])[CH:7]=[CH:6][C:5]=1[NH:12][C:13]1[N:17]([C:18]2[CH:23]=[CH:22][CH:21]=[CH:20][C:19]=2[CH3:24])[N:16]=[C:15]([CH3:25])[C:14]=1[C:26]1[CH:27]=[CH:28][C:29]2[N:30]([N:32]=[CH:33][N:34]=2)[CH:31]=1.[OH-].[Na+].Cl. Product: [CH3:11][O:10][C:8]1[CH:7]=[CH:6][C:5]([NH:12][C:13]2[N:17]([C:18]3[CH:23]=[CH:22][CH:21]=[CH:20][C:19]=3[CH3:24])[N:16]=[C:15]([CH3:25])[C:14]=2[C:26]2[CH:27]=[CH:28][C:29]3[N:30]([N:32]=[CH:33][N:34]=3)[CH:31]=2)=[C:4]([CH:9]=1)[C:3]([OH:35])=[O:2]. The catalyst class is: 38. (5) Reactant: [CH:1]([O:4][C:5]([N:7]1[CH:12]=[C:11]([C:13]([O:15][CH2:16][CH3:17])=[O:14])[C:10](=[O:18])[C:9]2[S:19][CH:20]=[CH:21][C:8]1=2)=[O:6])([CH3:3])[CH3:2].[CH2:22]([Mg]Br)[CH3:23].[Cl-].[NH4+]. Product: [CH:1]([O:4][C:5]([N:7]1[CH:12]([CH2:22][CH3:23])[CH:11]([C:13]([O:15][CH2:16][CH3:17])=[O:14])[C:10](=[O:18])[C:9]2[S:19][CH:20]=[CH:21][C:8]1=2)=[O:6])([CH3:2])[CH3:3]. The catalyst class is: 356. (6) Reactant: [F:1][C:2]1[C:7]([CH:8]=[N:9]O)=[CH:6][CH:5]=[CH:4][C:3]=1[C:11]1[N:15]([S:16]([C:19]2[CH:20]=[N:21][CH:22]=[CH:23][CH:24]=2)(=[O:18])=[O:17])[CH:14]=[C:13]([CH2:25][N:26]([CH3:34])[C:27](=[O:33])[O:28][C:29]([CH3:32])([CH3:31])[CH3:30])[CH:12]=1.C(N(CC)CC)C.CS(Cl)(=O)=O.O. Product: [C:8]([C:7]1[C:2]([F:1])=[C:3]([C:11]2[N:15]([S:16]([C:19]3[CH:20]=[N:21][CH:22]=[CH:23][CH:24]=3)(=[O:17])=[O:18])[CH:14]=[C:13]([CH2:25][N:26]([CH3:34])[C:27](=[O:33])[O:28][C:29]([CH3:31])([CH3:32])[CH3:30])[CH:12]=2)[CH:4]=[CH:5][CH:6]=1)#[N:9]. The catalyst class is: 7. (7) Reactant: O[CH:2]([CH3:34])[CH2:3][N:4]([S:25]([C:28]1[CH:33]=[CH:32][CH:31]=[CH:30][N:29]=1)(=[O:27])=[O:26])[C:5]1[CH:22]=[C:21]([CH3:23])[C:20]([CH3:24])=[CH:19][C:6]=1[O:7][CH2:8][C:9]1[CH:18]=[CH:17][C:12]([C:13]([O:15][CH3:16])=[O:14])=[CH:11][CH:10]=1.C(N(S(F)(F)[F:41])CC)C.O. Product: [F:41][CH:2]([CH3:34])[CH2:3][N:4]([S:25]([C:28]1[CH:33]=[CH:32][CH:31]=[CH:30][N:29]=1)(=[O:27])=[O:26])[C:5]1[CH:22]=[C:21]([CH3:23])[C:20]([CH3:24])=[CH:19][C:6]=1[O:7][CH2:8][C:9]1[CH:18]=[CH:17][C:12]([C:13]([O:15][CH3:16])=[O:14])=[CH:11][CH:10]=1. The catalyst class is: 4.